This data is from Reaction yield outcomes from USPTO patents with 853,638 reactions. The task is: Predict the reaction yield, written as a fraction of the theoretical maximum amount of product (1.0 means a 100% yield; for example, 0.34 means a 34% yield). (1) The reactants are Br[C:2]1[N:6]([S:7]([C:10]2[CH:15]=[CH:14][CH:13]=[CH:12][CH:11]=2)(=[O:9])=[O:8])[CH:5]=[C:4]([CH2:16][N:17]([CH3:25])[C:18](=[O:24])[O:19][C:20]([CH3:23])([CH3:22])[CH3:21])[C:3]=1[CH:26]([CH3:28])[CH3:27].[C:29]1(B(O)O)[CH:34]=[CH:33][CH:32]=[CH:31][CH:30]=1.C(=O)([O-])[O-].[Na+].[Na+]. The catalyst is C1C=CC([P]([Pd]([P](C2C=CC=CC=2)(C2C=CC=CC=2)C2C=CC=CC=2)([P](C2C=CC=CC=2)(C2C=CC=CC=2)C2C=CC=CC=2)[P](C2C=CC=CC=2)(C2C=CC=CC=2)C2C=CC=CC=2)(C2C=CC=CC=2)C2C=CC=CC=2)=CC=1. The product is [CH:26]([C:3]1[C:4]([CH2:16][N:17]([CH3:25])[C:18](=[O:24])[O:19][C:20]([CH3:22])([CH3:23])[CH3:21])=[CH:5][N:6]([S:7]([C:10]2[CH:11]=[CH:12][CH:13]=[CH:14][CH:15]=2)(=[O:8])=[O:9])[C:2]=1[C:29]1[CH:34]=[CH:33][CH:32]=[CH:31][CH:30]=1)([CH3:27])[CH3:28]. The yield is 0.370. (2) The reactants are Cl[C:2]1[C:11]([C:12]([OH:14])=[O:13])=[CH:10][C:9]2[C:4](=[CH:5][CH:6]=[C:7]([Cl:15])[CH:8]=2)[N:3]=1.[NH2:16][C@H:17]([C:26]([OH:28])=[O:27])[CH2:18][C:19]1[CH:24]=[CH:23][C:22]([OH:25])=[CH:21][CH:20]=1.[CH:29]([Cl:32])(Cl)Cl. The catalyst is CO. The product is [C:26]([C@@H:17]([NH:16][C:2]1[C:11]([C:12]([OH:14])=[O:13])=[CH:10][C:9]2[C:4](=[CH:5][CH:6]=[C:29]([Cl:32])[CH:8]=2)[N:3]=1)[CH2:18][C:19]1[CH:20]=[CH:21][C:22]([O:25][C:2]2[C:11]([C:12]([OH:14])=[O:13])=[CH:10][C:9]3[C:4](=[CH:5][CH:6]=[C:7]([Cl:15])[CH:8]=3)[N:3]=2)=[CH:23][CH:24]=1)([OH:28])=[O:27]. The yield is 0.130. (3) The reactants are [F:1][C:2]1[CH:23]=[C:22]([N+:24]([O-])=O)[CH:21]=[CH:20][C:3]=1[O:4][C:5]1[CH:6]=[CH:7][C:8]2[N:9]([CH:11]=[C:12]([NH:14][C:15]([CH:17]3[CH2:19][CH2:18]3)=[O:16])[N:13]=2)[CH:10]=1.CO.NN. The catalyst is O1CCCC1.[Fe](Cl)Cl. The product is [NH2:24][C:22]1[CH:21]=[CH:20][C:3]([O:4][C:5]2[CH:6]=[CH:7][C:8]3[N:9]([CH:11]=[C:12]([NH:14][C:15]([CH:17]4[CH2:19][CH2:18]4)=[O:16])[N:13]=3)[CH:10]=2)=[C:2]([F:1])[CH:23]=1. The yield is 0.920. (4) The reactants are [Br:1][C:2]1[C:3]([F:12])=[C:4]2[C:10]([NH2:11])=[CH:9][NH:8][C:5]2=[N:6][CH:7]=1.[CH3:13][O:14][C@@H:15]([CH3:19])[C:16](N)=[O:17].C1N(P(Cl)(N2C(=O)OCC2)=O)C(=O)OC1.C(N(CC)CC)C. The catalyst is C(Cl)Cl.CC#N.O.O. The product is [Br:1][C:2]1[C:3]([F:12])=[C:4]2[C:10]([NH:11][C:16](=[O:17])[C@@H:15]([O:14][CH3:13])[CH3:19])=[CH:9][NH:8][C:5]2=[N:6][CH:7]=1. The yield is 0.870.